This data is from Reaction yield outcomes from USPTO patents with 853,638 reactions. The task is: Predict the reaction yield, written as a fraction of the theoretical maximum amount of product (1.0 means a 100% yield; for example, 0.34 means a 34% yield). (1) The reactants are CN[C:3]([N:5]1[C:13]2[C:8](=[CH:9][C:10]([O:14][C:15]3[CH:20]=[CH:19][N:18]=[C:17]([NH2:21])[CH:16]=3)=[CH:11][CH:12]=2)[CH:7]=[CH:6]1)=O.C([N:24]([CH2:27]C)CC)C.[C:29](Cl)(=O)[O:30]C1C=CC=CC=1.[OH:39][C:40]([CH3:50])([CH3:49])[C:41]([N:43]1[CH2:48][CH2:47][NH:46][CH2:45][CH2:44]1)=[O:42].[O:51]1CCCC1. The catalyst is CN(C)C=O. The product is [CH3:3][N:5]1[C:13]2[C:8](=[CH:9][C:10]([O:14][C:15]3[CH:20]=[CH:19][N:18]=[C:17]([NH:21][C:29]([N:46]4[CH2:45][CH2:44][N:43]([C:41](=[O:42])[C:40]([OH:39])([CH3:50])[CH3:49])[CH2:48][CH2:47]4)=[O:30])[CH:16]=3)=[CH:11][CH:12]=2)[CH:7]=[C:6]1[C:27]([NH2:24])=[O:51]. The yield is 0.742. (2) The reactants are [C:1]([O:5][C:6](=[O:29])[CH2:7][C@@H:8]([CH2:17]OS(C1C=CC(C)=CC=1)(=O)=O)[CH2:9][C@H:10]([CH3:16])[CH2:11][CH2:12][CH2:13][CH2:14][CH3:15])([CH3:4])([CH3:3])[CH3:2].[N-:30]=[N+:31]=[N-:32].[Na+].CS(C)=O. The catalyst is CCOC(C)=O. The product is [C:1]([O:5][C:6](=[O:29])[CH2:7][C@@H:8]([CH2:17][N:30]=[N+:31]=[N-:32])[CH2:9][C@H:10]([CH3:16])[CH2:11][CH2:12][CH2:13][CH2:14][CH3:15])([CH3:4])([CH3:3])[CH3:2]. The yield is 0.890. (3) The catalyst is C1COCC1. The yield is 0.910. The product is [Br:8][C:4]1[CH:3]=[C:2]([P:20]([C:22]2[CH:23]=[CH:24][CH:25]=[CH:26][CH:27]=2)[C:14]2[CH:19]=[CH:18][CH:17]=[CH:16][CH:15]=2)[CH:7]=[CH:6][CH:5]=1. The reactants are Br[C:2]1[CH:7]=[CH:6][CH:5]=[C:4]([Br:8])[CH:3]=1.[Li]CCCC.[C:14]1([P:20]([C:22]2[CH:27]=[CH:26][CH:25]=[CH:24][CH:23]=2)Cl)[CH:19]=[CH:18][CH:17]=[CH:16][CH:15]=1. (4) The yield is 0.770. The catalyst is CN(C=O)C. The product is [C:1]([C:3]1[CH:8]=[CH:7][C:6]([C:9]2[CH:10]=[N:11][N:12]([C:15]3[CH:23]=[CH:22][C:18]([C:19]([NH:31][CH2:30][CH2:29][CH2:28][CH2:27][O:26][CH3:25])=[O:20])=[CH:17][N:16]=3)[C:13]=2[OH:14])=[C:5]([CH3:24])[CH:4]=1)#[N:2]. The reactants are [C:1]([C:3]1[CH:8]=[CH:7][C:6]([C:9]2[CH:10]=[N:11][N:12]([C:15]3[CH:23]=[CH:22][C:18]([C:19](O)=[O:20])=[CH:17][N:16]=3)[C:13]=2[OH:14])=[C:5]([CH3:24])[CH:4]=1)#[N:2].[CH3:25][O:26][CH2:27][CH2:28][CH2:29][CH2:30][NH2:31].Cl.CN(C)CCCN=C=NCC.C(N(CC)CC)C.C1C=CC2N(O)N=NC=2C=1.[Cl-].[NH4+]. (5) The reactants are C([Li])CCC.[F:6][C:7]1[CH:12]=[CH:11][C:10]([CH3:13])=[CH:9][N:8]=1.[I:14]I. The catalyst is C1COCC1. The product is [F:6][C:7]1[C:12]([I:14])=[CH:11][C:10]([CH3:13])=[CH:9][N:8]=1. The yield is 0.610. (6) The reactants are [CH3:1][C:2]1([CH3:13])[CH2:7][CH2:6][CH2:5][CH:4]([CH2:8][C:9](=[O:11])[CH3:10])[C:3]1=O.CC(C)([O-])C.[K+]. The catalyst is O1CCCC1. The product is [CH3:1][C:2]1([CH3:13])[CH2:7][CH2:6][CH2:5][CH:4]2[C:3]1=[CH:10][C:9](=[O:11])[CH2:8]2. The yield is 0.0800. (7) The reactants are [CH2:1]([C@H:3]1[C@@H:7]([C:8]2[N:12]3[C:13]4[CH:19]=[CH:18][NH:17][C:14]=4[N:15]=[CH:16][C:11]3=[N:10][N:9]=2)[CH2:6][C:5](=O)[CH2:4]1)[CH3:2].Cl.[CH:22]1([CH2:25][O:26][NH2:27])[CH2:24][CH2:23]1. The catalyst is CCO. The product is [CH:22]1([CH2:25][O:26][N:27]=[C:5]2[CH2:6][C@H:7]([C:8]3[N:12]4[C:13]5[CH:19]=[CH:18][NH:17][C:14]=5[N:15]=[CH:16][C:11]4=[N:10][N:9]=3)[C@H:3]([CH2:1][CH3:2])[CH2:4]2)[CH2:24][CH2:23]1. The yield is 0.800.